This data is from Full USPTO retrosynthesis dataset with 1.9M reactions from patents (1976-2016). The task is: Predict the reactants needed to synthesize the given product. (1) The reactants are: S(Cl)(Cl)=O.[NH:5]1[CH2:9][CH2:8][CH2:7][CH:6]1[C:10]([OH:12])=[O:11].[CH3:13]O. Given the product [CH3:13][O:11][C:10]([CH:6]1[CH2:7][CH2:8][CH2:9][NH:5]1)=[O:12], predict the reactants needed to synthesize it. (2) Given the product [Cl:24][C:21]1[CH:20]=[CH:19][C:18]([NH:17][C:15]2[C:14]([N+:25]([O-:27])=[O:26])=[C:13]([NH:28][CH3:29])[CH:12]=[C:11]([N:3]3[C:2]([CH3:1])=[CH:6][C:5]([CH3:7])=[N:4]3)[N:16]=2)=[CH:23][CH:22]=1, predict the reactants needed to synthesize it. The reactants are: [CH3:1][C:2]1[CH:6]=[C:5]([CH3:7])[NH:4][N:3]=1.[H-].[Na+].Cl[C:11]1[N:16]=[C:15]([NH:17][C:18]2[CH:23]=[CH:22][C:21]([Cl:24])=[CH:20][CH:19]=2)[C:14]([N+:25]([O-:27])=[O:26])=[C:13]([NH:28][CH3:29])[CH:12]=1.O. (3) Given the product [Cl:1][C:2]1[CH:16]=[CH:15][CH:14]=[CH:13][C:3]=1[CH2:4][CH:5]1[CH2:6][CH2:7][CH:8]([CH2:11][O:12][C:22]2[CH:23]=[CH:24][CH:25]=[C:18]([F:17])[C:19]=2[C:20]#[N:21])[CH2:9][CH2:10]1, predict the reactants needed to synthesize it. The reactants are: [Cl:1][C:2]1[CH:16]=[CH:15][CH:14]=[CH:13][C:3]=1[CH2:4][CH:5]1[CH2:10][CH2:9][CH:8]([CH2:11][OH:12])[CH2:7][CH2:6]1.[F:17][C:18]1[CH:25]=[CH:24][CH:23]=[C:22](F)[C:19]=1[C:20]#[N:21].CC(C)([O-])C.[K+].